From a dataset of CYP2D6 inhibition data for predicting drug metabolism from PubChem BioAssay. Regression/Classification. Given a drug SMILES string, predict its absorption, distribution, metabolism, or excretion properties. Task type varies by dataset: regression for continuous measurements (e.g., permeability, clearance, half-life) or binary classification for categorical outcomes (e.g., BBB penetration, CYP inhibition). Dataset: cyp2d6_veith. (1) The drug is CC(=O)NNc1cccc(Cl)n1. The result is 0 (non-inhibitor). (2) The drug is Cn1c[n+](C)cc1/C=N/O.[I-]. The result is 0 (non-inhibitor). (3) The molecule is O=C(O)c1ccc(SSc2ccc(C(=O)O)cn2)nc1. The result is 0 (non-inhibitor). (4) The drug is CN(C)CCCSc1nc2ccccc2[nH]1. The result is 0 (non-inhibitor). (5) The drug is C=C1C[C@@]23C[C@]1(O)CC[C@@H]2[C@]12C=C[C@@H](O)[C@](C)(C(=O)O1)[C@H]2[C@H]3C(=O)O. The result is 0 (non-inhibitor). (6) The molecule is CCOC(=O)c1c(NC(=S)Nc2ccccc2)sc2c1CCN(CCc1ccccc1)C2. The result is 1 (inhibitor). (7) The compound is Cc1ccc(CNC(=O)CCc2c(C)nc3ncnn3c2C)cc1. The result is 0 (non-inhibitor).